This data is from Peptide-MHC class II binding affinity with 134,281 pairs from IEDB. The task is: Regression. Given a peptide amino acid sequence and an MHC pseudo amino acid sequence, predict their binding affinity value. This is MHC class II binding data. (1) The peptide sequence is YTTEGGTKGEAKDVI. The binding affinity (normalized) is 0.110. The MHC is DRB5_0101 with pseudo-sequence DRB5_0101. (2) The binding affinity (normalized) is 0.705. The MHC is DRB1_0101 with pseudo-sequence DRB1_0101. The peptide sequence is LLKNRKKSKVFKKAS. (3) The peptide sequence is LESTYRGAKRMAILG. The MHC is DRB1_1101 with pseudo-sequence DRB1_1101. The binding affinity (normalized) is 0.999. (4) The binding affinity (normalized) is 0. The MHC is HLA-DQA10501-DQB10402 with pseudo-sequence HLA-DQA10501-DQB10402. The peptide sequence is GPLDKEAIEERVERI. (5) The peptide sequence is YLGLEVLTRARAALT. The MHC is DRB1_0405 with pseudo-sequence DRB1_0405. The binding affinity (normalized) is 0.390. (6) The peptide sequence is GLLFSIMKNTTNSRR. The MHC is DRB1_0401 with pseudo-sequence DRB1_0401. The binding affinity (normalized) is 0.834. (7) The peptide sequence is AVSGDDCVVRPIDDR. The MHC is DRB1_0701 with pseudo-sequence DRB1_0701. The binding affinity (normalized) is 0.167.